The task is: Predict the reactants needed to synthesize the given product.. This data is from Full USPTO retrosynthesis dataset with 1.9M reactions from patents (1976-2016). (1) Given the product [Cl:34][C:32]1[CH:31]=[CH:30][C:29]([C:35]2[NH:39][C:38](=[O:40])[O:37][N:36]=2)=[C:28]([NH:27][C:12](=[O:14])[CH2:11][C:7]2[CH:8]=[CH:9][CH:10]=[C:5]([S:2]([CH3:1])(=[O:3])=[O:4])[CH:6]=2)[CH:33]=1, predict the reactants needed to synthesize it. The reactants are: [CH3:1][S:2]([C:5]1[CH:6]=[C:7]([CH2:11][C:12]([OH:14])=O)[CH:8]=[CH:9][CH:10]=1)(=[O:4])=[O:3].CCN=C=NCCCN(C)C.Cl.[NH2:27][C:28]1[CH:33]=[C:32]([Cl:34])[CH:31]=[CH:30][C:29]=1[C:35]1[NH:39][C:38](=[O:40])[O:37][N:36]=1. (2) Given the product [Cl:1][C:2]1[C:3]([N:8]2[CH2:13][CH2:12][C:11]([CH3:14])=[C:10]([C:15]3[CH:16]=[CH:17][C:18]([NH:19][C:25](=[O:26])[C:24]4[CH:28]=[CH:29][N:30]=[CH:31][C:23]=4[F:22])=[CH:20][CH:21]=3)[CH2:9]2)=[N:4][CH:5]=[CH:6][N:7]=1, predict the reactants needed to synthesize it. The reactants are: [Cl:1][C:2]1[C:3]([N:8]2[CH2:13][CH2:12][C:11]([CH3:14])=[C:10]([C:15]3[CH:21]=[CH:20][C:18]([NH2:19])=[CH:17][CH:16]=3)[CH2:9]2)=[N:4][CH:5]=[CH:6][N:7]=1.[F:22][C:23]1[CH:31]=[N:30][CH:29]=[CH:28][C:24]=1[C:25](O)=[O:26].C(Cl)CCl. (3) Given the product [CH3:1][CH:2]([CH2:9][CH2:10][CH3:11])[CH:3]=[CH:4][N+:5]([O-:7])=[O:6], predict the reactants needed to synthesize it. The reactants are: [CH3:1][CH:2]([CH2:9][CH2:10][CH3:11])[CH:3](O)[CH2:4][N+:5]([O-:7])=[O:6].S(Cl)(C)(=O)=O.C(N(CC)CC)C.O. (4) The reactants are: C(OC([NH:8][C:9]1([C:12]2[NH:13][C:14]([C:22]3[CH:31]=[CH:30][CH:29]=[C:28]4[C:23]=3[N:24]=[C:25]([NH:33][CH2:34][C:35]([F:38])([F:37])[F:36])[C:26]([CH3:32])=[N:27]4)=[CH:15][C:16]=2[C:17]([O:19]CC)=[O:18])[CH2:11][CH2:10]1)=O)(C)(C)C.[ClH:39]. Given the product [ClH:39].[NH2:8][C:9]1([C:12]2[NH:13][C:14]([C:22]3[CH:31]=[CH:30][CH:29]=[C:28]4[C:23]=3[N:24]=[C:25]([NH:33][CH2:34][C:35]([F:36])([F:38])[F:37])[C:26]([CH3:32])=[N:27]4)=[CH:15][C:16]=2[C:17]([OH:19])=[O:18])[CH2:10][CH2:11]1, predict the reactants needed to synthesize it. (5) Given the product [CH2:1]([O:3][C:4](=[O:22])[C:5]([C:10](=[O:21])[C:11]1[CH:16]=[C:15]([F:17])[C:14]([F:18])=[C:13]([Cl:19])[C:12]=1[F:20])=[CH:6][NH:36][C:32]1[CH:33]=[CH:34][CH:35]=[C:30]([CH2:29][N:23]2[CH2:24][CH2:25][CH2:26][CH2:27][CH2:28]2)[CH:31]=1)[CH3:2], predict the reactants needed to synthesize it. The reactants are: [CH2:1]([O:3][C:4](=[O:22])[C:5]([C:10](=[O:21])[C:11]1[CH:16]=[C:15]([F:17])[C:14]([F:18])=[C:13]([Cl:19])[C:12]=1[F:20])=[CH:6]OCC)[CH3:2].[N:23]1([CH2:29][C:30]2[CH:31]=[C:32]([NH2:36])[CH:33]=[CH:34][CH:35]=2)[CH2:28][CH2:27][CH2:26][CH2:25][CH2:24]1. (6) Given the product [F:33][C:27]1[CH:28]=[C:29]([F:32])[CH:30]=[CH:31][C:26]=1[CH2:25][N:18]1[C:19]2=[N:20][CH:21]=[CH:22][CH:23]=[C:24]2[C:16]([C:4]2[N:5]=[CH:6][C:7]3[C:8]4([CH2:9][CH2:10]4)[C:11](=[O:12])[NH:1][C:2]=3[N:3]=2)=[N:17]1, predict the reactants needed to synthesize it. The reactants are: [NH2:1][C:2]1[C:7]([C:8]2([C:11](OCC)=[O:12])[CH2:10][CH2:9]2)=[CH:6][N:5]=[C:4]([C:16]2[C:24]3[C:19](=[N:20][CH:21]=[CH:22][CH:23]=3)[N:18]([CH2:25][C:26]3[CH:31]=[CH:30][C:29]([F:32])=[CH:28][C:27]=3[F:33])[N:17]=2)[N:3]=1.CC(C)([O-])C.[K+].O.C(O)(=O)C.